Dataset: Forward reaction prediction with 1.9M reactions from USPTO patents (1976-2016). Task: Predict the product of the given reaction. Given the reactants [SH:1][C:2]1[NH:10][C:9]2[C:4](=[N:5][CH:6]=[N:7][C:8]=2[NH2:11])[N:3]=1.[CH3:27][C:22]1[CH:21]=[CH:20][C:19]2[CH:17]=[CH:18][C:19]3[CH:20]=[CH:21][C:22]([CH3:27])=[N:23][C:17]=3[C:18]=2[N:23]=1.CC(C)([O-])C.[Na+].CN([CH:37]=[O:38])C, predict the reaction product. The product is: [NH2:23][C:22]1[C:21]([S:1][C:2]2[NH:3][C:4]3[C:9]([N:10]=2)=[C:8]([NH2:11])[N:7]=[CH:6][N:5]=3)=[CH:20][C:19]2[CH2:18][CH2:17][O:38][C:37]=2[CH:27]=1.